From a dataset of Forward reaction prediction with 1.9M reactions from USPTO patents (1976-2016). Predict the product of the given reaction. (1) Given the reactants [C:1]1([CH3:30])[CH:6]=[CH:5][C:4]([CH2:7][CH2:8][NH:9][C:10]2[C:11](=[O:29])[N:12]([CH2:18][C:19]([O:21]CC3C=CC=CC=3)=[O:20])[C:13]([CH3:17])=[C:14](Cl)[N:15]=2)=[CH:3][CH:2]=1.[OH-].[K+].O, predict the reaction product. The product is: [C:1]1([CH3:30])[CH:2]=[CH:3][C:4]([CH2:7][CH2:8][NH:9][C:10]2[C:11](=[O:29])[N:12]([CH2:18][C:19]([OH:21])=[O:20])[C:13]([CH3:17])=[CH:14][N:15]=2)=[CH:5][CH:6]=1. (2) Given the reactants [C:1]([C:5]1[CH:10]=[CH:9][C:8]([CH2:11][C:12]([NH:14][C@@H:15]([C:28]2[N:29]=[N:30][N:31]([CH2:33][CH2:34]O)[CH:32]=2)[C:16]2[CH:21]=[CH:20][C:19]([O:22][CH2:23][C:24]([F:27])([F:26])[F:25])=[CH:18][N:17]=2)=[O:13])=[CH:7][CH:6]=1)([CH3:4])([CH3:3])[CH3:2].C(N(C(C)C)CC)(C)C.[F:45]C(F)(S(F)(=O)=O)C(F)(F)C(F)(F)C(F)(F)F, predict the reaction product. The product is: [C:1]([C:5]1[CH:10]=[CH:9][C:8]([CH2:11][C:12]([NH:14][C@@H:15]([C:28]2[N:29]=[N:30][N:31]([CH2:33][CH2:34][F:45])[CH:32]=2)[C:16]2[CH:21]=[CH:20][C:19]([O:22][CH2:23][C:24]([F:26])([F:25])[F:27])=[CH:18][N:17]=2)=[O:13])=[CH:7][CH:6]=1)([CH3:2])([CH3:4])[CH3:3]. (3) The product is: [CH2:1]([C:8]1[N:12]([CH3:13])[N:11]=[CH:10][C:9]=1[B:15]([OH:20])[OH:16])[C:2]1[CH:7]=[CH:6][CH:5]=[CH:4][CH:3]=1. Given the reactants [CH2:1]([C:8]1[N:12]([CH3:13])[N:11]=[CH:10][C:9]=1Br)[C:2]1[CH:7]=[CH:6][CH:5]=[CH:4][CH:3]=1.[B:15](OC(C)C)([O:20]C(C)C)[O:16]C(C)C.[Li]CCCC, predict the reaction product. (4) Given the reactants [Cl:1][C:2]1[CH:3]=[C:4]([O:26][CH3:27])[C:5]2[CH2:16][CH:15]=[CH:14][CH2:13][CH2:12][C:11]3[CH:17]=[C:18]([CH3:23])[N:19]=[C:20]([O:21]C)[C:10]=3[CH2:9][NH:8][C:7](=[O:24])[C:6]=2[CH:25]=1.Cl, predict the reaction product. The product is: [Cl:1][C:2]1[CH:3]=[C:4]([O:26][CH3:27])[C:5]2[CH2:16][CH:15]=[CH:14][CH2:13][CH2:12][C:11]3[CH:17]=[C:18]([CH3:23])[NH:19][C:20](=[O:21])[C:10]=3[CH2:9][NH:8][C:7](=[O:24])[C:6]=2[CH:25]=1. (5) Given the reactants [N:1]1[C:10]2[C:5](=[CH:6][C:7]([CH:11]=[O:12])=[CH:8][CH:9]=2)[CH:4]=[CH:3][CH:2]=1.[CH3:13][Mg]Br.[Cl-].[NH4+], predict the reaction product. The product is: [N:1]1[C:10]2[C:5](=[CH:6][C:7]([CH:11]([OH:12])[CH3:13])=[CH:8][CH:9]=2)[CH:4]=[CH:3][CH:2]=1.